From a dataset of Forward reaction prediction with 1.9M reactions from USPTO patents (1976-2016). Predict the product of the given reaction. (1) Given the reactants C([NH:4][C:5]1[CH:23]=[CH:22][C:8]([O:9][C:10]2[CH:11]=[C:12]3[C:16](=[CH:17][CH:18]=2)[NH:15][C:14]([NH2:19])=[C:13]3[C:20]#[N:21])=[CH:7][CH:6]=1)(=O)C.O.Cl.C([O-])(O)=O.[Na+], predict the reaction product. The product is: [NH2:4][C:5]1[CH:23]=[CH:22][C:8]([O:9][C:10]2[CH:11]=[C:12]3[C:16](=[CH:17][CH:18]=2)[NH:15][C:14]([NH2:19])=[C:13]3[C:20]#[N:21])=[CH:7][CH:6]=1. (2) The product is: [CH:1]1[CH:2]=[C:3]([N:9]2[CH2:14][CH2:13][N:12]([CH2:15][CH2:16][CH2:17][CH2:18][O:19][C:20]3[CH:21]=[CH:22][C:23]4[CH2:30][CH2:29][C:27](=[O:28])[NH:26][C:24]=4[CH:25]=3)[CH2:11][CH2:10]2)[C:4]([Cl:8])=[C:5]([Cl:7])[CH:6]=1.[C:31]([O-:36])(=[O:35])[C:32]([O-:34])=[O:33]. Given the reactants [CH:1]1[CH:2]=[C:3]([N:9]2[CH2:14][CH2:13][N:12]([CH2:15][CH2:16][CH2:17][CH2:18][O:19][C:20]3[CH:21]=[CH:22][C:23]4[CH2:30][CH2:29][C:27](=[O:28])[NH:26][C:24]=4[CH:25]=3)[CH2:11][CH2:10]2)[C:4]([Cl:8])=[C:5]([Cl:7])[CH:6]=1.[C:31]([OH:36])(=[O:35])[C:32]([OH:34])=[O:33], predict the reaction product. (3) The product is: [F:36][C:30]1[CH:31]=[CH:32][CH:33]=[C:34]([F:35])[C:29]=1[CH2:28][N:15]1[C:14]2[S:13][C:12]([C:37]3[CH:42]=[CH:41][C:40]([NH:43][C:44]([NH:46][O:47][CH3:48])=[O:45])=[CH:39][CH:38]=3)=[C:11]([CH2:10][NH:8][CH3:1])[C:19]=2[C:18](=[O:20])[N:17]([C:21]2[CH:26]=[CH:25][CH:24]=[CH:23][N:22]=2)[C:16]1=[O:27]. Given the reactants [CH2:1]([N:8]([CH2:10][C:11]1[C:19]2[C:18](=[O:20])[N:17]([C:21]3[CH:26]=[CH:25][CH:24]=[CH:23][N:22]=3)[C:16](=[O:27])[N:15]([CH2:28][C:29]3[C:34]([F:35])=[CH:33][CH:32]=[CH:31][C:30]=3[F:36])[C:14]=2[S:13][C:12]=1[C:37]1[CH:42]=[CH:41][C:40]([NH:43][C:44]([NH:46][O:47][CH3:48])=[O:45])=[CH:39][CH:38]=1)C)C1C=CC=CC=1.Cl, predict the reaction product. (4) Given the reactants [C:1]([O:5][C:6]([N:8]([C:16]1[CH:21]=[C:20]([CH2:22][C@@H:23]2[C@@H:26]([C:27](=[O:42])[NH:28][CH2:29][C:30]3[C:35]([O:36][CH3:37])=[CH:34][C:33]([O:38][CH3:39])=[CH:32][C:31]=3[O:40][CH3:41])[N:25]([Si](C(C)(C)C)(C)C)[C:24]2=[O:50])[CH:19]=[CH:18][N:17]=1)[C:9]([O:11][C:12]([CH3:15])([CH3:14])[CH3:13])=[O:10])=[O:7])([CH3:4])([CH3:3])[CH3:2].C(O)(=O)C.[F-].[NH4+], predict the reaction product. The product is: [C:12]([O:11][C:9]([N:8]([C:16]1[CH:21]=[C:20]([CH2:22][C@@H:23]2[C@@H:26]([C:27](=[O:42])[NH:28][CH2:29][C:30]3[C:35]([O:36][CH3:37])=[CH:34][C:33]([O:38][CH3:39])=[CH:32][C:31]=3[O:40][CH3:41])[NH:25][C:24]2=[O:50])[CH:19]=[CH:18][N:17]=1)[C:6]([O:5][C:1]([CH3:3])([CH3:2])[CH3:4])=[O:7])=[O:10])([CH3:13])([CH3:14])[CH3:15]. (5) Given the reactants [C:1]([O:7][CH2:8][CH3:9])(=[O:6])[CH2:2][C:3]([OH:5])=O.C([Li])CCC.[CH3:15][N:16]1[CH:20]=[CH:19][C:18](C(Cl)=O)=[N:17]1.C(OCC)(=O)C, predict the reaction product. The product is: [CH3:15][N:16]1[CH:20]=[CH:19][C:18]([C:3](=[O:5])[CH2:2][C:1]([O:7][CH2:8][CH3:9])=[O:6])=[N:17]1. (6) Given the reactants [Cl:1][C:2]1[CH:3]=[N:4][CH:5]=[C:6]([Cl:32])[C:7]=1[S:8][C:9]1[S:13][C:12]([C:14]([NH:16][CH:17]2[CH2:21][CH2:20][N:19](C(OC(C)(C)C)=O)[CH2:18]2)=[O:15])=[CH:11][C:10]=1[N+:29]([O-:31])=[O:30].Cl, predict the reaction product. The product is: [Cl:1][C:2]1[CH:3]=[N:4][CH:5]=[C:6]([Cl:32])[C:7]=1[S:8][C:9]1[S:13][C:12]([C:14]([NH:16][CH:17]2[CH2:21][CH2:20][NH:19][CH2:18]2)=[O:15])=[CH:11][C:10]=1[N+:29]([O-:31])=[O:30]. (7) Given the reactants [Br:1][C:2]1[S:6][C:5]([C:7](=[O:9])[NH2:8])=[C:4]([NH:10][C:11]([C@@H:13]2[CH2:17][CH:16]([N:18]3[CH2:23][CH2:22][CH2:21][CH2:20][CH2:19]3)[CH2:15][N:14]2[C:24]([O:26][C:27]([CH3:30])([CH3:29])[CH3:28])=[O:25])=O)[CH:3]=1.[OH-].[Na+].Cl, predict the reaction product. The product is: [Br:1][C:2]1[S:6][C:5]2[C:7](=[O:9])[NH:8][C:11]([C@@H:13]3[CH2:17][CH:16]([N:18]4[CH2:23][CH2:22][CH2:21][CH2:20][CH2:19]4)[CH2:15][N:14]3[C:24]([O:26][C:27]([CH3:30])([CH3:29])[CH3:28])=[O:25])=[N:10][C:4]=2[CH:3]=1. (8) Given the reactants [F:1][C:2]1[CH:7]=[CH:6][C:5](/[CH:8]=[CH:9]/B(O)O)=[CH:4][CH:3]=1.Cl[C:14]1[CH:19]=[C:18]([C:20]2[NH:24][C:23]([CH3:25])=[C:22]([C:26]#[N:27])[CH:21]=2)[CH:17]=[CH:16][N:15]=1.C([O-])([O-])=O.[Na+].[Na+], predict the reaction product. The product is: [F:1][C:2]1[CH:7]=[CH:6][C:5](/[CH:8]=[CH:9]/[C:14]2[CH:19]=[C:18]([C:20]3[NH:24][C:23]([CH3:25])=[C:22]([C:26]#[N:27])[CH:21]=3)[CH:17]=[CH:16][N:15]=2)=[CH:4][CH:3]=1.